From a dataset of Forward reaction prediction with 1.9M reactions from USPTO patents (1976-2016). Predict the product of the given reaction. Given the reactants [CH2:1]([C:8]1[CH:9]=[N:10][C:11]2[C:16]([C:17]=1[C:18]1[CH:19]=[C:20]([NH2:24])[CH:21]=[CH:22][CH:23]=1)=[CH:15][CH:14]=[CH:13][C:12]=2[C:25]([F:28])([F:27])[F:26])[C:2]1[CH:7]=[CH:6][CH:5]=[CH:4][CH:3]=1.[CH2:29]([O:31][C:32]1[CH:33]=[C:34]([CH:37]=[CH:38][C:39]=1[O:40][CH2:41][CH3:42])[CH:35]=O)[CH3:30], predict the reaction product. The product is: [CH2:1]([C:8]1[CH:9]=[N:10][C:11]2[C:16]([C:17]=1[C:18]1[CH:19]=[C:20]([NH:24][CH2:35][C:34]3[CH:37]=[CH:38][C:39]([O:40][CH2:41][CH3:42])=[C:32]([O:31][CH2:29][CH3:30])[CH:33]=3)[CH:21]=[CH:22][CH:23]=1)=[CH:15][CH:14]=[CH:13][C:12]=2[C:25]([F:28])([F:26])[F:27])[C:2]1[CH:3]=[CH:4][CH:5]=[CH:6][CH:7]=1.